Dataset: Catalyst prediction with 721,799 reactions and 888 catalyst types from USPTO. Task: Predict which catalyst facilitates the given reaction. (1) Reactant: [Br:1][C:2]1[CH:14]=[CH:13][C:5]([O:6][CH2:7][C@:8]([CH3:12])([OH:11])[CH2:9][OH:10])=[CH:4][CH:3]=1.[C:15]1(C)[CH:20]=CC(S(O)(=O)=O)=C[CH:16]=1. Product: [Br:1][C:2]1[CH:3]=[CH:4][C:5]([O:6][CH2:7][C@@:8]2([CH3:12])[CH2:9][O:10][C:15]([CH3:20])([CH3:16])[O:11]2)=[CH:13][CH:14]=1. The catalyst class is: 21. (2) Reactant: [CH2:1]([C:3]1[NH:4][C:5]2[C:10]([C:11](=[O:14])[C:12]=1[CH3:13])=[CH:9][C:8]([O:15][C:16]1[CH:21]=[CH:20][C:19]([O:22][C:23]([F:26])([F:25])[F:24])=[CH:18][CH:17]=1)=[C:7]([CH3:27])[CH:6]=2)[CH3:2].[H-].[Na+].Cl[C:31]([O:33][CH3:34])=[O:32]. Product: [C:31](=[O:32])([O:33][CH3:34])[O:14][C:11]1[C:10]2[C:5](=[CH:6][C:7]([CH3:27])=[C:8]([O:15][C:16]3[CH:21]=[CH:20][C:19]([O:22][C:23]([F:24])([F:25])[F:26])=[CH:18][CH:17]=3)[CH:9]=2)[N:4]=[C:3]([CH2:1][CH3:2])[C:12]=1[CH3:13]. The catalyst class is: 9. (3) Reactant: S([N:11]=[N+:12]=[N-])(C1C=CC(C)=CC=1)(=O)=O.[CH3:14][O:15][C:16]1[CH:21]=[CH:20][C:19]([CH2:22][C:23](=[O:30])[CH2:24][C:25]([O:27][CH2:28][CH3:29])=[O:26])=[CH:18][CH:17]=1.C(N(CC)CC)C. Product: [N+:11](=[C:24]([C:23](=[O:30])[CH2:22][C:19]1[CH:18]=[CH:17][C:16]([O:15][CH3:14])=[CH:21][CH:20]=1)[C:25]([O:27][CH2:28][CH3:29])=[O:26])=[N-:12]. The catalyst class is: 4. (4) Reactant: ClC1C=C(OC2C(I)=[CH:24][C:16](C(OC(C)(C)C)=O)=[C:15](F)C=2)C=NC=1OC(C)C.[Cl:28][C:29]1[CH:30]=[C:31]([O:41][C:42]2[C:54](I)=[CH:53][C:45]([C:46]([O:48][C:49]([CH3:52])([CH3:51])[CH3:50])=[O:47])=[C:44]([F:56])[CH:43]=2)[CH:32]=[N:33][C:34]=1[O:35][CH2:36][C:37]([F:40])([F:39])[F:38]. Product: [Cl:28][C:29]1[CH:30]=[C:31]([O:41][C:42]2[C:54]([CH:24]3[CH2:16][CH2:15]3)=[CH:53][C:45]([C:46]([O:48][C:49]([CH3:52])([CH3:51])[CH3:50])=[O:47])=[C:44]([F:56])[CH:43]=2)[CH:32]=[N:33][C:34]=1[O:35][CH2:36][C:37]([F:40])([F:39])[F:38]. The catalyst class is: 12.